From a dataset of Catalyst prediction with 721,799 reactions and 888 catalyst types from USPTO. Predict which catalyst facilitates the given reaction. Reactant: [Cl:1][CH2:2][C:3](Cl)=[O:4].[CH2:6]([O:8][C:9]([C@H:11]1[CH2:15][CH2:14][C@@H:13]([C:16]2[CH:21]=[CH:20][C:19]([O:22][CH3:23])=[C:18]([CH3:24])[C:17]=2[CH3:25])[NH:12]1)=[O:10])[CH3:7].CCN(CC)CC.C([O-])(O)=O.[Na+]. Product: [CH2:6]([O:8][C:9]([C@H:11]1[CH2:15][CH2:14][C@@H:13]([C:16]2[CH:21]=[CH:20][C:19]([O:22][CH3:23])=[C:18]([CH3:24])[C:17]=2[CH3:25])[N:12]1[C:3](=[O:4])[CH2:2][Cl:1])=[O:10])[CH3:7]. The catalyst class is: 2.